Task: Predict the product of the given reaction.. Dataset: Forward reaction prediction with 1.9M reactions from USPTO patents (1976-2016) (1) Given the reactants O[CH2:2][C@H:3]([N:5]([CH2:16][C@H:17]([OH:19])[CH3:18])[C:6](=[O:15])[O:7][CH2:8][C:9]1[CH:14]=[CH:13][CH:12]=[CH:11][CH:10]=1)[CH3:4].C1(P(C2C=CC=CC=2)C2C=CC=CC=2)C=CC=CC=1.N(C(OCC)=O)=NC(OCC)=O, predict the reaction product. The product is: [CH3:18][C@H:17]1[O:19][CH2:2][C@@H:3]([CH3:4])[N:5]([C:6]([O:7][CH2:8][C:9]2[CH:10]=[CH:11][CH:12]=[CH:13][CH:14]=2)=[O:15])[CH2:16]1. (2) Given the reactants [C:1]12([C:19]([O:21][CH3:22])=[O:20])[CH2:8][CH2:7][C:4]([C:9]([O:11]CC3C=CC=CC=3)=[O:10])([CH2:5][CH2:6]1)[CH2:3][O:2]2.[H][H], predict the reaction product. The product is: [CH3:22][O:21][C:19]([C:1]12[CH2:8][CH2:7][C:4]([C:9]([OH:11])=[O:10])([CH2:5][CH2:6]1)[CH2:3][O:2]2)=[O:20]. (3) Given the reactants Br[C:2]1[CH:7]=[CH:6][C:5]([C:8]([N:10]2[CH2:15][CH2:14][N:13]([C:16]3[CH:21]=[CH:20][C:19]([CH3:22])=[CH:18][N:17]=3)[CH2:12][CH2:11]2)=[O:9])=[C:4]([F:23])[CH:3]=1.[CH3:24][C:25]1([CH3:31])[O:29][C:28](=[O:30])[N:27]=[CH:26]1, predict the reaction product. The product is: [F:23][C:4]1[CH:3]=[C:2]([N:27]2[CH2:26][C:25]([CH3:31])([CH3:24])[O:29][C:28]2=[O:30])[CH:7]=[CH:6][C:5]=1[C:8]([N:10]1[CH2:15][CH2:14][N:13]([C:16]2[CH:21]=[CH:20][C:19]([CH3:22])=[CH:18][N:17]=2)[CH2:12][CH2:11]1)=[O:9].